Dataset: Full USPTO retrosynthesis dataset with 1.9M reactions from patents (1976-2016). Task: Predict the reactants needed to synthesize the given product. (1) Given the product [CH3:14][C:12]1([CH3:15])[CH2:13][NH:8][CH:9]([C:16]([NH2:17])=[O:18])[CH2:10][CH2:11]1, predict the reactants needed to synthesize it. The reactants are: C(OC([N:8]1[CH2:13][C:12]([CH3:15])([CH3:14])[CH2:11][CH2:10][CH:9]1[C:16](=[O:18])[NH2:17])=O)(C)(C)C. (2) Given the product [F:45][C:19]1[N:18]=[C:17]([NH2:7])[CH:22]=[CH:21][C:20]=1[CH2:23][C:24]1[C:32]2[C:27](=[N:28][CH:29]=[C:30]([CH3:33])[CH:31]=2)[NH:26][CH:25]=1, predict the reactants needed to synthesize it. The reactants are: C(OC(=O)[N:7]([C:17]1[CH:22]=[CH:21][C:20]([CH:23](O)[C:24]2[C:32]3[C:27](=[N:28][CH:29]=[C:30]([CH3:33])[CH:31]=3)[N:26]([Si](C(C)C)(C(C)C)C(C)C)[CH:25]=2)=[C:19]([F:45])[N:18]=1)CC1C=CC(OC)=CC=1)(C)(C)C.C([SiH](CC)CC)C.FC(F)(F)C(O)=O. (3) Given the product [Br:12][C:13]1[CH:19]=[CH:18][C:16]([NH:17][C:2]2[CH:7]=[CH:6][CH:5]=[CH:4][C:3]=2[CH2:8][C:9]([OH:11])=[O:10])=[CH:15][CH:14]=1, predict the reactants needed to synthesize it. The reactants are: Br[C:2]1[CH:7]=[CH:6][CH:5]=[CH:4][C:3]=1[CH2:8][C:9]([OH:11])=[O:10].[Br:12][C:13]1[CH:19]=[CH:18][C:16]([NH2:17])=[CH:15][CH:14]=1.